From a dataset of Full USPTO retrosynthesis dataset with 1.9M reactions from patents (1976-2016). Predict the reactants needed to synthesize the given product. (1) Given the product [CH:19]1([C:20]2[N:22]=[C:4]([OH:16])[CH:5]=[C:6]([C:8]3[CH:13]=[CH:12][C:11]([Cl:14])=[C:10]([Cl:15])[CH:9]=3)[N:21]=2)[CH2:17][CH2:18]1, predict the reactants needed to synthesize it. The reactants are: C(O[C:4](=[O:16])[CH2:5][C:6]([C:8]1[CH:13]=[CH:12][C:11]([Cl:14])=[C:10]([Cl:15])[CH:9]=1)=O)C.[CH2:17]1[CH:19]([C:20]([NH2:22])=[NH:21])[CH2:18]1.Cl.CC(C)([O-])C.[K+]. (2) Given the product [C:1]([N:4]1[CH2:9][CH2:8][CH:7]([N:10]2[C:21]3=[C:22]4[C:16](=[C:17]5[N:26]([CH3:27])[CH:25]=[CH:24][C:23]([NH:28][C:37](=[O:38])[CH2:36][C:33]6[S:32][C:31]([CH3:30])=[N:35][CH:34]=6)=[C:18]5[CH:19]=[CH:20]3)[C:15](=[O:29])[NH:14][C:13]4=[CH:12][CH2:11]2)[CH2:6][CH2:5]1)(=[O:3])[CH3:2], predict the reactants needed to synthesize it. The reactants are: [C:1]([N:4]1[CH2:9][CH2:8][CH:7]([N:10]2[C:21]3=[C:22]4[C:16](=[C:17]5[N:26]([CH3:27])[CH:25]=[CH:24][C:23]([NH2:28])=[C:18]5[CH:19]=[CH:20]3)[C:15](=[O:29])[NH:14][C:13]4=[CH:12][CH2:11]2)[CH2:6][CH2:5]1)(=[O:3])[CH3:2].[CH3:30][C:31]1[S:32][C:33]([CH2:36][C:37](O)=[O:38])=[CH:34][N:35]=1.CN(C(ON1N=NC2C=CC=NC1=2)=[N+](C)C)C.F[P-](F)(F)(F)(F)F.C(N(C(C)C)C(C)C)C. (3) Given the product [Br:20][CH2:2][C:3]1[CH:18]=[CH:17][C:6]2[S:7][CH:8]=[C:9]([C:10]3[CH:15]=[CH:14][CH:13]=[CH:12][C:11]=3[CH3:16])[C:5]=2[CH:4]=1, predict the reactants needed to synthesize it. The reactants are: O[CH2:2][C:3]1[CH:18]=[CH:17][C:6]2[S:7][CH:8]=[C:9]([C:10]3[CH:15]=[CH:14][CH:13]=[CH:12][C:11]=3[CH3:16])[C:5]=2[CH:4]=1.P(Br)(Br)[Br:20].CN(C=O)C.O. (4) Given the product [CH3:22][N:2]([CH3:1])[CH2:3][CH2:4][O:5][C:6]1[CH:11]=[C:10]([NH2:12])[CH:9]=[C:8]([C:15]2[CH:20]=[CH:19][N:18]=[C:17]([CH3:21])[CH:16]=2)[CH:7]=1, predict the reactants needed to synthesize it. The reactants are: [CH3:1][N:2]([CH3:22])[CH2:3][CH2:4][O:5][C:6]1[CH:11]=[C:10]([N+:12]([O-])=O)[CH:9]=[C:8]([C:15]2[CH:20]=[CH:19][N:18]=[C:17]([CH3:21])[CH:16]=2)[CH:7]=1.CC1C=C(C2C=C(C=C([N+]([O-])=O)C=2)OCC(OC)=O)C=CN=1.NC1C=C(C=C(C2C=CN=C(C)C=2)C=1)OCC(OC)=O. (5) Given the product [NH2:10][C:9]([NH2:18])=[NH:8].[C:1](=[O:2])([O:3][CH2:4][CH3:5])[NH2:8], predict the reactants needed to synthesize it. The reactants are: [C:1]([NH:8][C:9](=[NH:18])[NH:10]C(OC(C)(C)C)=O)([O:3][C:4](C)(C)[CH3:5])=[O:2].Cl.O1CCOCC1. (6) Given the product [S:1]1[C:5]2[CH:6]=[C:7]([NH:10][CH:16]([CH3:17])[CH:12]([CH3:11])[C:13]([OH:15])=[O:14])[CH:8]=[CH:9][C:4]=2[N:3]=[CH:2]1, predict the reactants needed to synthesize it. The reactants are: [S:1]1[C:5]2[CH:6]=[C:7]([NH2:10])[CH:8]=[CH:9][C:4]=2[N:3]=[CH:2]1.[CH3:11][C:12](=[CH:16][CH3:17])[C:13]([OH:15])=[O:14].C1(O)C=CC(O)=CC=1. (7) The reactants are: [CH3:1][S:2](Cl)(=[O:4])=[O:3].[CH3:6][S:7]([C:10]1[CH:11]=[C:12]([NH2:17])[CH:13]=[C:14]([NH2:16])[CH:15]=1)(=[O:9])=[O:8].N1C=CC=CC=1. Given the product [NH2:17][C:12]1[CH:13]=[C:14]([NH:16][S:2]([CH3:1])(=[O:4])=[O:3])[CH:15]=[C:10]([S:7]([CH3:6])(=[O:8])=[O:9])[CH:11]=1, predict the reactants needed to synthesize it. (8) Given the product [N:26]([CH:27]1[CH2:28][CH2:18][C:19]([C:20]2[CH:21]=[N:22][CH:23]=[CH:24][CH:25]=2)=[CH:29]1)=[N+:15]=[N-:16], predict the reactants needed to synthesize it. The reactants are: C1(P([N:15]=[N+:16]=[N-])(C2C=CC=CC=2)=O)C=CC=CC=1.[CH2:18]1[CH2:28][CH2:27][N:26]2[C:21](=[N:22][CH2:23][CH2:24][CH2:25]2)[CH2:20][CH2:19]1.[C:29]1(C)C=CC=CC=1.C1COCC1. (9) Given the product [CH2:1]([CH:8]1[CH2:9][CH2:10][N:11]([CH2:14][C:15]([NH:17][C:18]2[CH:19]=[CH:20][C:21]([OH:24])=[CH:22][CH:23]=2)=[O:16])[CH2:12][CH2:13]1)[C:2]1[CH:3]=[CH:4][CH:5]=[CH:6][CH:7]=1, predict the reactants needed to synthesize it. The reactants are: [CH2:1]([CH:8]1[CH2:13][CH2:12][N:11]([CH2:14][C:15]([NH:17][C:18]2[CH:23]=[CH:22][C:21]([O:24]C)=[CH:20][CH:19]=2)=[O:16])[CH2:10][CH2:9]1)[C:2]1[CH:7]=[CH:6][CH:5]=[CH:4][CH:3]=1.B(Br)(Br)Br. (10) Given the product [C:14]1([CH:7]([C:6]2[CH:9]=[CH:10][CH:11]=[C:4]([O:3][C:2]([F:12])([F:13])[F:1])[CH:5]=2)[OH:8])[CH:19]=[CH:18][CH:17]=[CH:16][CH:15]=1, predict the reactants needed to synthesize it. The reactants are: [F:1][C:2]([F:13])([F:12])[O:3][C:4]1[CH:5]=[C:6]([CH:9]=[CH:10][CH:11]=1)[CH:7]=[O:8].[C:14]1([Mg]Br)[CH:19]=[CH:18][CH:17]=[CH:16][CH:15]=1.